This data is from Reaction yield outcomes from USPTO patents with 853,638 reactions. The task is: Predict the reaction yield, written as a fraction of the theoretical maximum amount of product (1.0 means a 100% yield; for example, 0.34 means a 34% yield). (1) The reactants are [C:1]([O:5][C:6]([N:8]1[CH2:17][CH2:16][C:15]2[C:10](=[CH:11][C:12]([C:18](O)=[O:19])=[CH:13][CH:14]=2)[CH2:9]1)=[O:7])([CH3:4])([CH3:3])[CH3:2]. The catalyst is C1COCC1.CCOC(C)=O. The product is [C:1]([O:5][C:6]([N:8]1[CH2:17][CH2:16][C:15]2[C:10](=[CH:11][C:12]([CH2:18][OH:19])=[CH:13][CH:14]=2)[CH2:9]1)=[O:7])([CH3:4])([CH3:2])[CH3:3]. The yield is 0.930. (2) The reactants are [OH-].[Na+].[CH3:3][N:4]([C:13]1[CH:14]=[C:15]([C:19]2[CH:20]=[N:21][C:22]([CH:25]=[CH:26][C:27]([O-:29])=[O:28])=[N:23][CH:24]=2)[CH:16]=[CH:17][CH:18]=1)[C:5]([NH:7][CH2:8][CH2:9][CH2:10][CH2:11][CH3:12])=[O:6]. The catalyst is O1CCCC1.O. The product is [CH3:3][N:4]([C:13]1[CH:14]=[C:15]([C:19]2[CH:20]=[N:21][C:22]([CH:25]=[CH:26][C:27]([OH:29])=[O:28])=[N:23][CH:24]=2)[CH:16]=[CH:17][CH:18]=1)[C:5]([NH:7][CH2:8][CH2:9][CH2:10][CH2:11][CH3:12])=[O:6]. The yield is 0.220. (3) The reactants are [NH2:1][C@H:2]1[CH2:7][CH2:6][N:5]([CH2:8][CH2:9][N:10]2[C:19]3[C:14](=[C:15]([F:21])[CH:16]=[C:17]([F:20])[CH:18]=3)[CH:13]=[CH:12][C:11]2=[O:22])[CH2:4][C@H:3]1[OH:23].[O:24]=[C:25]1[CH2:30][O:29][C:28]2[CH:31]=[CH:32][C:33]([CH:35]=O)=[N:34][C:27]=2[NH:26]1.C(O[BH-](OC(=O)C)OC(=O)C)(=O)C.[Na+]. No catalyst specified. The product is [F:21][C:15]1[CH:16]=[C:17]([F:20])[CH:18]=[C:19]2[C:14]=1[CH:13]=[CH:12][C:11](=[O:22])[N:10]2[CH2:9][CH2:8][N:5]1[CH2:6][CH2:7][C@H:2]([NH:1][CH2:35][C:33]2[CH:32]=[CH:31][C:28]3[O:29][CH2:30][C:25](=[O:24])[NH:26][C:27]=3[N:34]=2)[C@H:3]([OH:23])[CH2:4]1. The yield is 0.710. (4) The reactants are [CH:1]([C:3]1[CH:11]=[CH:10][C:6]([C:7]([OH:9])=[O:8])=[CH:5][CH:4]=1)=O.[Cl:12][C:13]1[CH:19]=[CH:18][C:16]([NH2:17])=[CH:15][CH:14]=1.CC([O-])=O.C([BH3-])#N.[Na+]. The catalyst is CO. The product is [Cl:12][C:13]1[CH:19]=[CH:18][C:16]([NH:17][CH2:1][C:3]2[CH:11]=[CH:10][C:6]([C:7]([OH:9])=[O:8])=[CH:5][CH:4]=2)=[CH:15][CH:14]=1. The yield is 1.00. (5) The reactants are [Cl:1][C:2]1[CH:26]=[CH:25][C:5]([CH2:6][N:7]2[C:15]3[C:10](=[CH:11][CH:12]=[C:13]([O:16][CH3:17])[CH:14]=3)[C:9]([C:18](=[O:23])[C:19]([O:21]C)=[O:20])=[C:8]2[CH3:24])=[CH:4][CH:3]=1.[OH-].[Na+].Cl. The catalyst is C(#N)C.O. The product is [Cl:1][C:2]1[CH:3]=[CH:4][C:5]([CH2:6][N:7]2[C:15]3[C:10](=[CH:11][CH:12]=[C:13]([O:16][CH3:17])[CH:14]=3)[C:9]([C:18](=[O:23])[C:19]([OH:21])=[O:20])=[C:8]2[CH3:24])=[CH:25][CH:26]=1. The yield is 0.950. (6) The reactants are [CH3:1][Mg+].[Br-].Cl[C:5]1[C:14]([F:15])=[CH:13][C:12]2[C:7](=[CH:8][C:9]([O:16][CH3:17])=[CH:10][CH:11]=2)[N:6]=1.[OH-].[NH4+]. The catalyst is C1COCC1.CCOCC. The product is [F:15][C:14]1[C:5]([CH3:1])=[N:6][C:7]2[C:12]([CH:13]=1)=[CH:11][CH:10]=[C:9]([O:16][CH3:17])[CH:8]=2. The yield is 0.513. (7) The reactants are [CH3:1][O:2][C:3]1[CH:8]=[CH:7][C:6]([C:9]2(O)[C:13]3[C:14]([CH3:34])=[C:15]([N:20]4[CH2:25][CH2:24][N:23]([C:26]5[CH:31]=[CH:30][C:29]([O:32][CH3:33])=[CH:28][CH:27]=5)[CH2:22][CH2:21]4)[C:16]([CH3:19])=[C:17]([CH3:18])[C:12]=3[O:11][C:10]2([CH3:36])[CH3:35])=[CH:5][CH:4]=1. The catalyst is C(O)C. The product is [CH3:33][O:32][C:29]1[CH:30]=[CH:31][C:26]([N:23]2[CH2:22][CH2:21][N:20]([C:15]3[C:16]([CH3:19])=[C:17]([CH3:18])[C:12]4[O:11][C:10]([CH3:36])([CH3:35])[CH:9]([C:6]5[CH:5]=[CH:4][C:3]([O:2][CH3:1])=[CH:8][CH:7]=5)[C:13]=4[C:14]=3[CH3:34])[CH2:25][CH2:24]2)=[CH:27][CH:28]=1. The yield is 0.880. (8) The reactants are [OH-].[Na+:2].[OH:3][C:4]1[C:13]2[C:8](=[CH:9][CH:10]=[CH:11][CH:12]=2)[C@@:7]([CH3:19])([CH2:14][CH2:15][CH:16]([CH3:18])[CH3:17])[C:6](=[O:20])[C:5]=1[C:21]1[NH:26][C:25]2[CH:27]=[CH:28][C:29]([NH:31][S:32]([CH3:35])(=[O:34])=[O:33])=[CH:30][C:24]=2[S:23](=[O:37])(=[O:36])[N:22]=1. The catalyst is C(O)C. The product is [CH3:19][C@@:7]1([CH2:14][CH2:15][CH:16]([CH3:18])[CH3:17])[C:8]2[C:13](=[CH:12][CH:11]=[CH:10][CH:9]=2)[C:4]([O-:3])=[C:5]([C:21]2[NH:26][C:25]3[CH:27]=[CH:28][C:29]([NH:31][S:32]([CH3:35])(=[O:34])=[O:33])=[CH:30][C:24]=3[S:23](=[O:37])(=[O:36])[N:22]=2)[C:6]1=[O:20].[Na+:2]. The yield is 0.830. (9) The reactants are [CH:1](NC(C)C)(C)C.[Li]CCCC.[Cl:13][C:14]1[CH:15]=[C:16]([C:20]2[O:24][N:23]=[C:22]([C@H:25]([O:27][C:28]3[N:29]([CH3:39])[C:30]([C:33]4[CH:38]=[CH:37][N:36]=[CH:35][CH:34]=4)=[N:31][N:32]=3)[CH3:26])[N:21]=2)[CH:17]=[CH:18][CH:19]=1.CI.[NH4+].[Cl-]. The catalyst is C1COCC1. The product is [Cl:13][C:14]1[CH:15]=[C:16]([C:20]2[O:24][N:23]=[C:22]([C:25]([CH3:1])([O:27][C:28]3[N:29]([CH3:39])[C:30]([C:33]4[CH:34]=[CH:35][N:36]=[CH:37][CH:38]=4)=[N:31][N:32]=3)[CH3:26])[N:21]=2)[CH:17]=[CH:18][CH:19]=1. The yield is 0.200. (10) The reactants are [C:1]([C:4]1[C:9](=[O:10])[C:8]([O:11][CH3:12])=[CH:7][N:6]([C:13]2[CH:18]=[C:17]([F:19])[C:16]([Br:20])=[CH:15][C:14]=2[F:21])[N:5]=1)(=O)[CH3:2].[CH3:22]OC(OC)N(C)C.[C:30]1([NH:36][NH2:37])[CH:35]=[CH:34][CH:33]=[CH:32][CH:31]=1. No catalyst specified. The product is [Br:20][C:16]1[C:17]([F:19])=[CH:18][C:13]([N:6]2[CH:7]=[C:8]([O:11][CH3:12])[C:9](=[O:10])[C:4]([C:1]3[N:36]([C:30]4[CH:35]=[CH:34][CH:33]=[CH:32][CH:31]=4)[N:37]=[CH:22][CH:2]=3)=[N:5]2)=[C:14]([F:21])[CH:15]=1. The yield is 0.230.